Task: Predict the reaction yield, written as a fraction of the theoretical maximum amount of product (1.0 means a 100% yield; for example, 0.34 means a 34% yield).. Dataset: Reaction yield outcomes from USPTO patents with 853,638 reactions The yield is 0.610. The product is [CH2:22]([N:29]1[CH2:5][CH:4]2[CH2:12][CH:7]([C:8]3[CH:9]=[CH:10][CH:11]=[C:2]([I:1])[C:3]=32)[CH2:6]1)[C:23]1[CH:28]=[CH:27][CH:26]=[CH:25][CH:24]=1. The reactants are [I:1][C:2]1[CH:11]=[CH:10][CH:9]=[C:8]2[C:3]=1[CH:4]1[CH2:12][CH:7]2[CH:6](O)[CH:5]1O.O.I([O-])(=O)(=O)=O.[Na+].[CH2:22]([NH2:29])[C:23]1[CH:28]=[CH:27][CH:26]=[CH:25][CH:24]=1. The catalyst is ClC(Cl)C.ClCCCl.